From a dataset of Experimentally validated miRNA-target interactions with 360,000+ pairs, plus equal number of negative samples. Binary Classification. Given a miRNA mature sequence and a target amino acid sequence, predict their likelihood of interaction. (1) The miRNA is hsa-miR-6816-3p with sequence GAAGGACCUGCACCUUCG. The protein sequence of the target gene is MAEPRTASPRRLPALRRPGFLPPLLPPPPPPLLLLLLLLPLPAPSLGLGHSAELAFSVEPNDDIANPGQPIVLGCKVEGTPPVQVSWRKNGAELPEGTHTTLLANGSLLIHHFRLEQGGSPSDEGDYECVAQNRFGLLVSRKARLQAATMSDFHVHPQAVTGEEGGVARFQCQIHGLPKPLITWEKNRVPIDTDDERYTLLPKGVLQITGLRAEDSGIFHCVASNIASVRVSHGARLTVSGSGSGTYKEPTILVGPENLTLTVHQTAVLECVATGNPRPIVSWSRLDGRPIGVEGIQVLG.... Result: 0 (no interaction). (2) The miRNA is mmu-miR-344g-3p with sequence CAGGCUCUAGCCAGGGGCUUGA. The protein sequence of the target gene is MAAEQDPEARAAARPLLTDLYQATMALGYWRAGRARDAAEFELFFRRCPFGGAFALAAGLRDCVRFLRAFRLRDADVQFLASVLPPDTDPAFFEHLRALDCSEVTVRALPEGSLAFPGVPLLQVSGPLLVVQLLETPLLCLVSYASLVATNAARLRLIAGPEKRLLEMGLRRAQGPDGGLTASTYSYLGGFDSSSNVLAGQLRGVPVAGTLAHSFVTSFSGSEVPPDPMLAPAAGEGPGVDLAAKAQVWLEQVCAHLGLGVQEPHPGERAAFVAYALAFPRAFQGLLDTYSVWRSGLPNF.... Result: 0 (no interaction).